Dataset: Catalyst prediction with 721,799 reactions and 888 catalyst types from USPTO. Task: Predict which catalyst facilitates the given reaction. (1) Reactant: [CH3:1][O:2][C:3]1[CH:4]=[C:5]([CH2:10][C@@H:11]2[C@:20]3([CH3:21])[C@H:15]([C:16]([CH3:23])([CH3:22])[CH2:17][CH2:18][CH2:19]3)[CH2:14][CH2:13][C@@H:12]2[CH2:24][OH:25])[CH:6]=[C:7]([CH3:9])[CH:8]=1.C1C=C[NH+]=CC=1.[O-][Cr](Cl)(=O)=O. Product: [CH3:1][O:2][C:3]1[CH:4]=[C:5]([CH2:10][C@@H:11]2[C@:20]3([CH3:21])[C@H:15]([C:16]([CH3:22])([CH3:23])[CH2:17][CH2:18][CH2:19]3)[CH2:14][CH2:13][C@@H:12]2[CH:24]=[O:25])[CH:6]=[C:7]([CH3:9])[CH:8]=1. The catalyst class is: 2. (2) Reactant: Cl[C:2]1[C:7]([C:8]#[N:9])=[C:6]([C:10]2[CH:15]=[CH:14][CH:13]=[C:12]([Cl:16])[CH:11]=2)[N:5]=[C:4]([N:17]2[CH2:22][CH2:21][O:20][CH2:19][CH2:18]2)[N:3]=1.FC(F)(F)C1C(N2CCNCC2)=NC=CC=1.C([O-])([O-])=[O:40].[K+].[K+]. Product: [Cl:16][C:12]1[CH:11]=[C:10]([C:6]2[C:7]([C:8]#[N:9])=[C:2]([OH:40])[N:3]=[C:4]([N:17]3[CH2:22][CH2:21][O:20][CH2:19][CH2:18]3)[N:5]=2)[CH:15]=[CH:14][CH:13]=1. The catalyst class is: 144. (3) Reactant: C[O:2][C:3]1[CH:4]=[C:5]2[C:10](=[CH:11][N:12]=1)[N:9]([C:13]1[C:17]3[CH2:18][N:19]([C:22](=[O:24])[CH3:23])[CH2:20][CH2:21][C:16]=3[N:15]([CH:25]3[CH2:30][CH2:29][O:28][CH2:27][CH2:26]3)[N:14]=1)[CH2:8][CH2:7][CH2:6]2.Cl.N1C=CC=CC=1.C(Cl)Cl. Product: [OH:2][C:3]1[CH:4]=[C:5]2[C:10](=[CH:11][N:12]=1)[N:9]([C:13]1[C:17]3[CH2:18][N:19]([C:22](=[O:24])[CH3:23])[CH2:20][CH2:21][C:16]=3[N:15]([CH:25]3[CH2:30][CH2:29][O:28][CH2:27][CH2:26]3)[N:14]=1)[CH2:8][CH2:7][CH2:6]2. The catalyst class is: 66. (4) Reactant: Br[C:2]1[CH:29]=[CH:28][C:5]2[NH:6][C:7]([C@@H:9]3[CH2:21][N:19]4[C:20]5[CH:12]([C@@H:13]([NH:22][C:23](=[O:26])[O:24][CH3:25])[CH2:14][CH2:15][C:16]=5[CH:17]=[CH:18]4)[C:11](=[O:27])[CH2:10]3)=[N:8][C:4]=2[CH:3]=1.[CH3:30][CH:31]([CH3:71])[C@H:32]([NH:66][C:67](=[O:70])[O:68][CH3:69])[C:33](=[O:65])[N:34]1[CH2:38][CH2:37][CH2:36][C@H:35]1[C:39]1[NH:40][C:41]([C:44]2[CH:49]=[CH:48][C:47]([C:50]3[CH:55]=[CH:54][C:53](B4OC(C)(C)C(C)(C)O4)=[CH:52][CH:51]=3)=[CH:46][CH:45]=2)=[CH:42][N:43]=1.C(=O)(O)[O-].[Na+].C1(C)C=CC=CC=1. Product: [CH3:25][O:24][C:23](=[O:26])[NH:22][C@@H:13]1[CH:12]2[C:11](=[O:27])[CH2:10][C@H:9]([C:7]3[NH:8][C:4]4[CH:3]=[C:2]([C:53]5[CH:52]=[CH:51][C:50]([C:47]6[CH:46]=[CH:45][C:44]([C:41]7[NH:40][C:39]([C@@H:35]8[CH2:36][CH2:37][CH2:38][N:34]8[C:33](=[O:65])[C@@H:32]([NH:66][C:67]([O:68][CH3:69])=[O:70])[CH:31]([CH3:71])[CH3:30])=[N:43][CH:42]=7)=[CH:49][CH:48]=6)=[CH:55][CH:54]=5)[CH:29]=[CH:28][C:5]=4[N:6]=3)[CH2:21][N:19]3[C:20]2=[C:16]([CH:17]=[CH:18]3)[CH2:15][CH2:14]1. The catalyst class is: 97. (5) Reactant: [F:1][C:2]1[CH:10]=[CH:9][C:5]([C:6]([OH:8])=O)=[CH:4][CH:3]=1.O.ON1C2C=CC=CC=2N=N1.[N:22]1([CH2:28][CH2:29][CH2:30][O:31][C:32]2[CH:37]=[CH:36][C:35]([C:38]3[CH2:39][CH2:40][NH:41][CH2:42][CH:43]=3)=[CH:34][CH:33]=2)[CH2:27][CH2:26][CH2:25][CH2:24][CH2:23]1. Product: [F:1][C:2]1[CH:3]=[CH:4][C:5]([C:6]([N:41]2[CH2:42][CH:43]=[C:38]([C:35]3[CH:36]=[CH:37][C:32]([O:31][CH2:30][CH2:29][CH2:28][N:22]4[CH2:27][CH2:26][CH2:25][CH2:24][CH2:23]4)=[CH:33][CH:34]=3)[CH2:39][CH2:40]2)=[O:8])=[CH:9][CH:10]=1. The catalyst class is: 4. (6) Reactant: [CH2:1]([O:8][C:9]1[CH:14]=[CH:13][CH:12]=[C:11]([F:15])[C:10]=1[N+:16]([O-])=O)[C:2]1[CH:7]=[CH:6][CH:5]=[CH:4][CH:3]=1.Cl[Sn]Cl.Cl. Product: [CH2:1]([O:8][C:9]1[CH:14]=[CH:13][CH:12]=[C:11]([F:15])[C:10]=1[NH2:16])[C:2]1[CH:3]=[CH:4][CH:5]=[CH:6][CH:7]=1. The catalyst class is: 14. (7) Reactant: ClCCl.C(O)(=O)C.[O:8]1[CH:10]([CH2:11][CH2:12][CH2:13][CH2:14][CH2:15][CH2:16][CH2:17][CH2:18][CH2:19][CH3:20])[CH2:9]1.O. Product: [O:8]1[C@H:10]([CH2:11][CH2:12][CH2:13][CH2:14][CH2:15][CH2:16][CH2:17][CH2:18][CH2:19][CH3:20])[CH2:9]1. The catalyst class is: 32. (8) Reactant: [C:1]([C:3]([NH:7][C:8](=[O:30])[CH:9]([S:28][CH3:29])[O:10][C:11]1[CH:12]=[C:13]2[C:18](=[C:19]([CH3:21])[CH:20]=1)[N:17]=[CH:16][C:15]([C:22]#[C:23][Si](C)(C)C)=[CH:14]2)([CH3:6])[CH2:4][F:5])#[N:2].C(=O)([O-])[O-].[K+].[K+].C(=O)([O-])O.[Na+]. Product: [C:1]([C:3]([NH:7][C:8](=[O:30])[CH:9]([O:10][C:11]1[CH:12]=[C:13]2[C:18](=[C:19]([CH3:21])[CH:20]=1)[N:17]=[CH:16][C:15]([C:22]#[CH:23])=[CH:14]2)[S:28][CH3:29])([CH3:6])[CH2:4][F:5])#[N:2]. The catalyst class is: 5. (9) Reactant: [CH3:1][N:2]1[C:10]2[C:5](=[CH:6][CH:7]=[CH:8][CH:9]=2)[CH:4]=[CH:3]1.BrN1C(=O)CCC1=O.C(OB(OCC)OCC)C.B(O)O.Cl[C:33]1[CH:38]=[CH:37][N:36]=[C:35]([NH:39][CH:40]2[CH2:45][C:44]([CH3:47])([CH3:46])[NH:43][C:42]([CH3:49])([CH3:48])[CH2:41]2)[N:34]=1. Product: [CH3:1][N:2]1[C:10]2[C:5](=[CH:6][CH:7]=[CH:8][CH:9]=2)[C:4]([C:37]2[CH:38]=[CH:33][N:34]=[C:35]([NH:39][CH:40]3[CH2:45][C:44]([CH3:47])([CH3:46])[NH:43][C:42]([CH3:49])([CH3:48])[CH2:41]3)[N:36]=2)=[CH:3]1. The catalyst class is: 516. (10) The catalyst class is: 1. Reactant: [F:1][C:2]1[CH:7]=[CH:6][C:5]([F:8])=[CH:4][C:3]=1[C:9]1[CH2:13][N:12]([C:14]([N:16]([CH3:18])[CH3:17])=[O:15])[C:11]([CH:25]=[O:26])([C:19]2[CH:24]=[CH:23][CH:22]=[CH:21][CH:20]=2)[CH:10]=1.[CH3:27][Mg]Br. Product: [F:1][C:2]1[CH:7]=[CH:6][C:5]([F:8])=[CH:4][C:3]=1[C:9]1[CH2:13][N:12]([C:14]([N:16]([CH3:18])[CH3:17])=[O:15])[C:11]([CH:25]([OH:26])[CH3:27])([C:19]2[CH:24]=[CH:23][CH:22]=[CH:21][CH:20]=2)[CH:10]=1.